From a dataset of Full USPTO retrosynthesis dataset with 1.9M reactions from patents (1976-2016). Predict the reactants needed to synthesize the given product. (1) Given the product [O:25]=[C:17]([C:13]1[C:9]2[CH:8]=[C:7]([C:1]3[CH:2]=[CH:3][CH:4]=[CH:5][CH:6]=3)[CH:15]=[CH:14][C:10]=2[S:11][CH:12]=1)[CH2:18][CH2:19][C:20]([O:22][CH2:23][CH3:24])=[O:21], predict the reactants needed to synthesize it. The reactants are: [C:1]1([C:7]2[CH:15]=[CH:14][C:10]3[S:11][CH:12]=[CH:13][C:9]=3[CH:8]=2)[CH:6]=[CH:5][CH:4]=[CH:3][CH:2]=1.Cl[C:17](=[O:25])[CH2:18][CH2:19][C:20]([O:22][CH2:23][CH3:24])=[O:21].Cl[Sn](Cl)(Cl)Cl. (2) Given the product [N:14]1[CH:15]=[CH:16][CH:17]=[C:12]([O:11][CH2:10][C:7]2[CH:8]=[CH:9][C:4]([C:3]([OH:25])=[O:2])=[C:5]([O:18][C:19]3[CH:24]=[CH:23][CH:22]=[CH:21][CH:20]=3)[CH:6]=2)[CH:13]=1, predict the reactants needed to synthesize it. The reactants are: C[O:2][C:3](=[O:25])[C:4]1[CH:9]=[CH:8][C:7](=[CH:10][O:11][C:12]2[CH:13]=[N:14][CH:15]=[CH:16][CH:17]=2)[CH2:6][C:5]=1[O:18][C:19]1[CH:24]=[CH:23][CH:22]=[CH:21][CH:20]=1.[OH-].[K+].